From a dataset of Reaction yield outcomes from USPTO patents with 853,638 reactions. Predict the reaction yield, written as a fraction of the theoretical maximum amount of product (1.0 means a 100% yield; for example, 0.34 means a 34% yield). The reactants are [CH3:1][C:2]1([CH3:8])[CH2:7][NH:6][CH2:5][CH2:4][NH:3]1.C(N(CC)CC)C.[CH3:16][S:17](Cl)(=[O:19])=[O:18]. The catalyst is ClCCl. The product is [CH3:16][S:17]([N:6]1[CH2:5][CH2:4][NH:3][C:2]([CH3:8])([CH3:1])[CH2:7]1)(=[O:19])=[O:18]. The yield is 0.610.